Dataset: NCI-60 drug combinations with 297,098 pairs across 59 cell lines. Task: Regression. Given two drug SMILES strings and cell line genomic features, predict the synergy score measuring deviation from expected non-interaction effect. (1) Drug 1: C(=O)(N)NO. Drug 2: C#CCC(CC1=CN=C2C(=N1)C(=NC(=N2)N)N)C3=CC=C(C=C3)C(=O)NC(CCC(=O)O)C(=O)O. Cell line: MALME-3M. Synergy scores: CSS=1.88, Synergy_ZIP=-0.975, Synergy_Bliss=-2.41, Synergy_Loewe=-1.67, Synergy_HSA=-2.80. (2) Synergy scores: CSS=6.35, Synergy_ZIP=-0.936, Synergy_Bliss=2.35, Synergy_Loewe=-1.92, Synergy_HSA=-1.41. Drug 2: C1=NC2=C(N1)C(=S)N=CN2. Drug 1: C1CCN(CC1)CCOC2=CC=C(C=C2)C(=O)C3=C(SC4=C3C=CC(=C4)O)C5=CC=C(C=C5)O. Cell line: OVCAR-5. (3) Drug 1: COC1=CC(=CC(=C1O)OC)C2C3C(COC3=O)C(C4=CC5=C(C=C24)OCO5)OC6C(C(C7C(O6)COC(O7)C8=CC=CS8)O)O. Drug 2: C(CC(=O)O)C(=O)CN.Cl. Cell line: A498. Synergy scores: CSS=30.5, Synergy_ZIP=0.472, Synergy_Bliss=2.09, Synergy_Loewe=-14.3, Synergy_HSA=3.64. (4) Drug 1: COC1=CC(=CC(=C1O)OC)C2C3C(COC3=O)C(C4=CC5=C(C=C24)OCO5)OC6C(C(C7C(O6)COC(O7)C8=CC=CS8)O)O. Drug 2: CCCCC(=O)OCC(=O)C1(CC(C2=C(C1)C(=C3C(=C2O)C(=O)C4=C(C3=O)C=CC=C4OC)O)OC5CC(C(C(O5)C)O)NC(=O)C(F)(F)F)O. Cell line: SF-539. Synergy scores: CSS=29.9, Synergy_ZIP=-2.81, Synergy_Bliss=-3.98, Synergy_Loewe=-2.80, Synergy_HSA=-2.06. (5) Drug 1: CC(C)CN1C=NC2=C1C3=CC=CC=C3N=C2N. Drug 2: C(CN)CNCCSP(=O)(O)O. Cell line: NCI-H226. Synergy scores: CSS=-2.49, Synergy_ZIP=-0.0264, Synergy_Bliss=-2.81, Synergy_Loewe=-4.54, Synergy_HSA=-4.62. (6) Drug 1: C#CCC(CC1=CN=C2C(=N1)C(=NC(=N2)N)N)C3=CC=C(C=C3)C(=O)NC(CCC(=O)O)C(=O)O. Drug 2: CCC1(C2=C(COC1=O)C(=O)N3CC4=CC5=C(C=CC(=C5CN(C)C)O)N=C4C3=C2)O.Cl. Cell line: SK-MEL-5. Synergy scores: CSS=19.2, Synergy_ZIP=0.390, Synergy_Bliss=0.709, Synergy_Loewe=0.539, Synergy_HSA=0.267. (7) Drug 1: CC12CCC(CC1=CCC3C2CCC4(C3CC=C4C5=CN=CC=C5)C)O. Drug 2: CN(C)C1=NC(=NC(=N1)N(C)C)N(C)C. Cell line: HT29. Synergy scores: CSS=14.5, Synergy_ZIP=6.90, Synergy_Bliss=10.3, Synergy_Loewe=-3.51, Synergy_HSA=4.38.